Dataset: Full USPTO retrosynthesis dataset with 1.9M reactions from patents (1976-2016). Task: Predict the reactants needed to synthesize the given product. (1) Given the product [Cl:12][C:3]1[C:2]([NH:1][S:27]([C:21]2[C:22]([F:26])=[CH:23][CH:24]=[CH:25][C:20]=2[F:19])(=[O:29])=[O:28])=[CH:11][CH:10]=[CH:9][C:4]=1[C:5]([O:7][CH3:8])=[O:6], predict the reactants needed to synthesize it. The reactants are: [NH2:1][C:2]1[C:3]([Cl:12])=[C:4]([CH:9]=[CH:10][CH:11]=1)[C:5]([O:7][CH3:8])=[O:6].N1C=CC=CC=1.[F:19][C:20]1[CH:25]=[CH:24][CH:23]=[C:22]([F:26])[C:21]=1[S:27](Cl)(=[O:29])=[O:28]. (2) Given the product [CH3:1][C:2]1[C:23]([C:24]2[CH:25]=[CH:26][C:27]3[N:28]([CH:30]=[C:31]([C:33]([F:35])([F:34])[F:36])[N:32]=3)[CH:29]=2)=[C:22]([CH3:37])[CH:21]=[CH:20][C:3]=1[CH2:4][NH:5][C:6]1[CH:19]=[CH:18][C:9]2[C@H:10]([CH2:13][C:14]([OH:16])=[O:15])[CH2:11][O:12][C:8]=2[CH:7]=1, predict the reactants needed to synthesize it. The reactants are: [CH3:1][C:2]1[C:23]([C:24]2[CH:25]=[CH:26][C:27]3[N:28]([CH:30]=[C:31]([C:33]([F:36])([F:35])[F:34])[N:32]=3)[CH:29]=2)=[C:22]([CH3:37])[CH:21]=[CH:20][C:3]=1[CH2:4][NH:5][C:6]1[CH:19]=[CH:18][C:9]2[C@H:10]([CH2:13][C:14]([O:16]C)=[O:15])[CH2:11][O:12][C:8]=2[CH:7]=1.[OH-].[Na+]. (3) Given the product [CH2:19]([O:18][C:16]([N:4]1[CH2:3][C:2](=[O:1])[N:7]2[CH2:8][C@H:9]([C:12]([OH:14])=[O:13])[CH2:10][CH2:11][C@H:6]2[CH2:5]1)=[O:17])[C:20]1[CH:25]=[CH:24][CH:23]=[CH:22][CH:21]=1, predict the reactants needed to synthesize it. The reactants are: [O:1]=[C:2]1[N:7]2[CH2:8][C@H:9]([C:12]([O:14]C)=[O:13])[CH2:10][CH2:11][C@H:6]2[CH2:5][N:4]([C:16]([O:18][CH2:19][C:20]2[CH:25]=[CH:24][CH:23]=[CH:22][CH:21]=2)=[O:17])[CH2:3]1.O[Li].O.Cl. (4) Given the product [C:23]([C:2]1[CH:3]=[C:4]([C:12]2[CH:17]=[CH:16][CH:15]=[CH:14][C:13]=2[C:18]([F:21])([F:20])[F:19])[CH:5]=[C:6]([N+:9]([O-:11])=[O:10])[C:7]=1[NH2:8])#[N:25], predict the reactants needed to synthesize it. The reactants are: I[C:2]1[CH:3]=[C:4]([C:12]2[CH:17]=[CH:16][CH:15]=[CH:14][C:13]=2[C:18]([F:21])([F:20])[F:19])[CH:5]=[C:6]([N+:9]([O-:11])=[O:10])[C:7]=1[NH2:8].C[C:23]([N:25](C)C)=O. (5) Given the product [CH:1]([N:4]1[C:9](=[O:10])[CH:8]=[CH:7][C:6]([C:11]2[N:12]=[C:13]([C:25]#[N:26])[C:14]([NH:34][CH2:33][C:32]3[CH:35]=[CH:36][C:29]([O:28][CH3:27])=[CH:30][CH:31]=3)=[N:15][C:16]=2[C:17]2[CH:18]=[CH:19][CH:20]=[CH:21][CH:22]=2)=[N:5]1)([CH3:2])[CH3:3], predict the reactants needed to synthesize it. The reactants are: [CH:1]([N:4]1[C:9](=[O:10])[CH:8]=[CH:7][C:6]([C:11]2[N:12]=[C:13]([C:25]#[N:26])[C:14](C#N)=[N:15][C:16]=2[C:17]2[CH:22]=[CH:21][CH:20]=[CH:19][CH:18]=2)=[N:5]1)([CH3:3])[CH3:2].[CH3:27][O:28][C:29]1[CH:36]=[CH:35][C:32]([CH2:33][NH2:34])=[CH:31][CH:30]=1.O.CCCCCC.